This data is from Forward reaction prediction with 1.9M reactions from USPTO patents (1976-2016). The task is: Predict the product of the given reaction. (1) Given the reactants N(C(OC(C)C)=O)=NC(OC(C)C)=O.O[CH:16]1[CH2:21][CH2:20][N:19]([C:22]([O:24][C:25]([CH3:28])([CH3:27])[CH3:26])=[O:23])[CH2:18][CH2:17]1.[N+:29]([C:32]1[CH:33]=[N:34][NH:35][CH:36]=1)([O-])=O.C1C=CC(P(C2C=CC=CC=2)C2C=CC=CC=2)=CC=1, predict the reaction product. The product is: [NH2:29][C:32]1[CH:33]=[N:34][N:35]([CH:16]2[CH2:21][CH2:20][N:19]([C:22]([O:24][C:25]([CH3:28])([CH3:27])[CH3:26])=[O:23])[CH2:18][CH2:17]2)[CH:36]=1. (2) Given the reactants [CH3:1][C:2]1[N:7]=[C:6]2[S:8][C:9]3[CH2:13][CH2:12][CH2:11][C:10]=3[C:5]2=[C:4]([C:14]2[CH:19]=[CH:18][C:17]([CH3:20])=[CH:16][CH:15]=2)[C:3]=1[CH:21]([CH2:26]OC)[C:22]([O:24]C)=[O:23].[OH-].[Na+].Cl, predict the reaction product. The product is: [CH3:1][C:2]1[N:7]=[C:6]2[S:8][C:9]3[CH2:13][CH2:12][CH2:11][C:10]=3[C:5]2=[C:4]([C:14]2[CH:19]=[CH:18][C:17]([CH3:20])=[CH:16][CH:15]=2)[C:3]=1[C:21](=[CH2:26])[C:22]([OH:24])=[O:23]. (3) Given the reactants [C:1]1([C:7]2([CH2:12]OS(C)(=O)=O)[CH2:11][CH2:10][CH2:9][CH2:8]2)[CH:6]=[CH:5][CH:4]=[CH:3][CH:2]=1.[C-:18]#[N:19].[Na+].O, predict the reaction product. The product is: [C:1]1([C:7]2([CH2:12][C:18]#[N:19])[CH2:11][CH2:10][CH2:9][CH2:8]2)[CH:6]=[CH:5][CH:4]=[CH:3][CH:2]=1. (4) Given the reactants [F:1][CH:2]([F:29])[CH2:3][O:4][C:5]1[CH:10]=[CH:9][CH:8]=[CH:7][C:6]=1[C:11](=[O:28])[CH2:12][CH2:13][C:14]1[N:15]=[C:16]([C:19]2[CH:24]=[CH:23][C:22]([O:25][CH3:26])=[C:21]([OH:27])[CH:20]=2)[O:17][CH:18]=1.Br[CH2:31][CH2:32][CH3:33], predict the reaction product. The product is: [F:29][CH:2]([F:1])[CH2:3][O:4][C:5]1[CH:10]=[CH:9][CH:8]=[CH:7][C:6]=1[C:11](=[O:28])[CH2:12][CH2:13][C:14]1[N:15]=[C:16]([C:19]2[CH:24]=[CH:23][C:22]([O:25][CH3:26])=[C:21]([O:27][CH2:31][CH2:32][CH3:33])[CH:20]=2)[O:17][CH:18]=1. (5) Given the reactants [C:1]([O-])([O-])=O.[Cs+].[Cs+].Br[C:8]1[CH:9]=[C:10]2[CH:16]=[C:15]([C:17]3[CH:22]=[CH:21][C:20]([F:23])=[CH:19][CH:18]=3)[O:14][C:11]2=[N:12][CH:13]=1.[CH3:24][C:25]1[CH:33]=[CH:32][C:28]([C:29]([OH:31])=[O:30])=[CH:27][C:26]=1B1OC(C)(C)C(C)(C)O1.[Si](C=[N+]=[N-])(C)(C)C, predict the reaction product. The product is: [F:23][C:20]1[CH:21]=[CH:22][C:17]([C:15]2[O:14][C:11]3=[N:12][CH:13]=[C:8]([C:26]4[CH:27]=[C:28]([CH:32]=[CH:33][C:25]=4[CH3:24])[C:29]([O:31][CH3:1])=[O:30])[CH:9]=[C:10]3[CH:16]=2)=[CH:18][CH:19]=1.